Predict the product of the given reaction. From a dataset of Forward reaction prediction with 1.9M reactions from USPTO patents (1976-2016). Given the reactants C(Cl)[Cl:2].[F:4][C:5]([F:23])([F:22])[C:6]([NH:8][CH:9]1[CH2:14][CH2:13][N:12](C(OC(C)(C)C)=O)[CH2:11][CH2:10]1)=[O:7].Cl, predict the reaction product. The product is: [ClH:2].[F:23][C:5]([F:4])([F:22])[C:6]([NH:8][CH:9]1[CH2:14][CH2:13][NH:12][CH2:11][CH2:10]1)=[O:7].